The task is: Predict the reactants needed to synthesize the given product.. This data is from Full USPTO retrosynthesis dataset with 1.9M reactions from patents (1976-2016). (1) The reactants are: [CH:1]1([CH2:4][O:5][C:6]2[N:11]=[C:10]([C:12]([OH:14])=O)[CH:9]=[N:8][C:7]=2[N:15]2[CH2:18][C:17]([F:20])([F:19])[CH2:16]2)[CH2:3][CH2:2]1.[CH3:21][C@@H:22]1[CH2:26][CH2:25][CH2:24][NH:23]1. Given the product [CH:1]1([CH2:4][O:5][C:6]2[N:11]=[C:10]([C:12]([N:23]3[CH2:24][CH2:25][CH2:26][C@H:22]3[CH3:21])=[O:14])[CH:9]=[N:8][C:7]=2[N:15]2[CH2:18][C:17]([F:20])([F:19])[CH2:16]2)[CH2:2][CH2:3]1, predict the reactants needed to synthesize it. (2) The reactants are: C(OC([N:8]1[CH2:12][CH2:11][CH2:10][C@@H:9]1[C:13]1[CH:18]=[CH:17][CH:16]=[C:15]([C:19]([O:21][CH3:22])=[O:20])[CH:14]=1)=O)(C)(C)C.[ClH:23].O1CCOCC1. Given the product [ClH:23].[CH3:22][O:21][C:19](=[O:20])[C:15]1[CH:16]=[CH:17][CH:18]=[C:13]([C@H:9]2[CH2:10][CH2:11][CH2:12][NH:8]2)[CH:14]=1, predict the reactants needed to synthesize it.